Dataset: Full USPTO retrosynthesis dataset with 1.9M reactions from patents (1976-2016). Task: Predict the reactants needed to synthesize the given product. Given the product [CH2:38]([O:37][C:35](=[O:36])[C:34]([O:15][C:11]1[CH:12]=[CH:13][CH:14]=[C:9]([C:7]2[CH:6]=[C:5]([NH:16][CH2:17][CH2:18][C:19]3[CH:20]=[CH:21][C:22]([O:25][CH3:26])=[CH:23][CH:24]=3)[N:4]=[C:3]([O:2][CH3:1])[N:8]=2)[CH:10]=1)([CH3:41])[CH3:40])[CH3:39], predict the reactants needed to synthesize it. The reactants are: [CH3:1][O:2][C:3]1[N:8]=[C:7]([C:9]2[CH:10]=[C:11]([OH:15])[CH:12]=[CH:13][CH:14]=2)[CH:6]=[C:5]([NH:16][CH2:17][CH2:18][C:19]2[CH:24]=[CH:23][C:22]([O:25][CH3:26])=[CH:21][CH:20]=2)[N:4]=1.C([O-])([O-])=O.[Cs+].[Cs+].Br[C:34]([CH3:41])([CH3:40])[C:35]([O:37][CH2:38][CH3:39])=[O:36].